This data is from Catalyst prediction with 721,799 reactions and 888 catalyst types from USPTO. The task is: Predict which catalyst facilitates the given reaction. (1) The catalyst class is: 8. Product: [CH3:32][O:31][C:28]1[CH:29]=[C:30]2[C:25](=[CH:26][C:27]=1[O:33][CH3:34])[N:24]=[CH:23][N:22]=[C:21]2[NH:1][C:2]1[CH:19]=[CH:18][C:5]2[N:6]=[C:7]([NH:9][C:10](=[O:17])[C:11]3[CH:16]=[CH:15][CH:14]=[CH:13][CH:12]=3)[O:8][C:4]=2[CH:3]=1. Reactant: [NH2:1][C:2]1[CH:19]=[CH:18][C:5]2[N:6]=[C:7]([NH:9][C:10](=[O:17])[C:11]3[CH:16]=[CH:15][CH:14]=[CH:13][CH:12]=3)[O:8][C:4]=2[CH:3]=1.Cl[C:21]1[C:30]2[C:25](=[CH:26][C:27]([O:33][CH3:34])=[C:28]([O:31][CH3:32])[CH:29]=2)[N:24]=[CH:23][N:22]=1. (2) Reactant: [N+:1]([C:4]1[C:5]([C:9]([O:11][CH3:12])=[O:10])=[N:6][NH:7][CH:8]=1)([O-:3])=[O:2].O.C1(C)C=CC(S(O)(=O)=O)=CC=1.[O:25]1[CH:30]=[CH:29][CH2:28][CH2:27][CH2:26]1. Product: [N+:1]([C:4]1[C:5]([C:9]([O:11][CH3:12])=[O:10])=[N:6][N:7]([CH:26]2[CH2:27][CH2:28][CH2:29][CH2:30][O:25]2)[CH:8]=1)([O-:3])=[O:2]. The catalyst class is: 22. (3) Reactant: [CH2:1]([N:8]1[C:12]2=[N:13][CH:14]=[C:15]([NH:17][C:18]3[N:27]=[CH:26][C:25]([CH:28]4[CH2:30][CH2:29]4)=[CH:24][C:19]=3[C:20]([O:22]C)=[O:21])[CH:16]=[C:11]2[CH:10]=[CH:9]1)[C:2]1[CH:7]=[CH:6][CH:5]=[CH:4][CH:3]=1.[OH-].[Na+].O1CCCC1.Cl. Product: [CH2:1]([N:8]1[C:12]2=[N:13][CH:14]=[C:15]([NH:17][C:18]3[N:27]=[CH:26][C:25]([CH:28]4[CH2:30][CH2:29]4)=[CH:24][C:19]=3[C:20]([OH:22])=[O:21])[CH:16]=[C:11]2[CH:10]=[CH:9]1)[C:2]1[CH:7]=[CH:6][CH:5]=[CH:4][CH:3]=1. The catalyst class is: 5. (4) Reactant: [S:1]1(=O)[CH2:5][CH2:4][S:3][CH2:2]1.[F:7][C:8]([F:19])([F:18])[C:9]([O:11]C(=O)C(F)(F)F)=[O:10]. Product: [F:7][C:8]([F:19])([F:18])[C:9]([O-:11])=[O:10].[S:1]1[CH2:5][CH2:4][S:3][CH+:2]1. The catalyst class is: 1. (5) Reactant: [CH2:1]([O:8][C:9]1[CH:10]=[C:11]2[C:16](=[CH:17][C:18]=1[O:19][CH3:20])[N:15]=[CH:14][N:13]=[C:12]2Cl)[C:2]1[CH:7]=[CH:6][CH:5]=[CH:4][CH:3]=1.[NH2:22][C:23]1[CH:24]=[C:25]([OH:29])[CH:26]=[CH:27][CH:28]=1.C([O-])([O-])=O.[Cs+].[Cs+]. Product: [CH2:1]([O:8][C:9]1[CH:10]=[C:11]2[C:16](=[CH:17][C:18]=1[O:19][CH3:20])[N:15]=[CH:14][N:13]=[C:12]2[O:29][C:25]1[CH:24]=[C:23]([CH:28]=[CH:27][CH:26]=1)[NH2:22])[C:2]1[CH:7]=[CH:6][CH:5]=[CH:4][CH:3]=1. The catalyst class is: 1. (6) Reactant: S(Cl)(Cl)=O.[CH2:5]([O:8][C:9]1[C:18]2[C:13](=[CH:14][CH:15]=[CH:16][CH:17]=2)[C:12]([O:19][CH2:20][CH2:21][CH3:22])=[C:11]([C:23]([OH:25])=[O:24])[C:10]=1[C:26]([OH:28])=O)[CH2:6][CH3:7]. Product: [CH2:5]([O:8][C:9]1[C:10]2[C:26](=[O:28])[O:24][C:23](=[O:25])[C:11]=2[C:12]([O:19][CH2:20][CH2:21][CH3:22])=[C:13]2[C:18]=1[CH:17]=[CH:16][CH:15]=[CH:14]2)[CH2:6][CH3:7]. The catalyst class is: 22. (7) Reactant: [NH2:1][C:2]1[CH:19]=[C:18]([F:20])[C:5]([O:6][C:7]2[CH:12]=[CH:11][N:10]=[C:9]3[NH:13][CH:14]=[C:15]([C:16]#[N:17])[C:8]=23)=[C:4]([F:21])[CH:3]=1.Cl[C:23]1[CH:28]=[CH:27][N:26]=[C:25]([NH2:29])[N:24]=1.Cl.[OH-].[Na+]. Product: [NH2:29][C:25]1[N:26]=[C:27]([NH:1][C:2]2[CH:19]=[C:18]([F:20])[C:5]([O:6][C:7]3[CH:12]=[CH:11][N:10]=[C:9]4[NH:13][CH:14]=[C:15]([C:16]#[N:17])[C:8]=34)=[C:4]([F:21])[CH:3]=2)[CH:28]=[CH:23][N:24]=1. The catalyst class is: 97.